Dataset: Forward reaction prediction with 1.9M reactions from USPTO patents (1976-2016). Task: Predict the product of the given reaction. (1) Given the reactants [C:1]([CH2:4][CH2:5][C@H:6]([NH:10][C:11](=[O:35])[C:12]1[CH:17]=[CH:16][C:15]([S:18](=[O:34])(=[O:33])[NH:19][C:20]2[CH:25]=[CH:24][CH:23]=[CH:22][C:21]=2[O:26][C:27]2[CH:32]=[CH:31][CH:30]=[CH:29][CH:28]=2)=[CH:14][CH:13]=1)[C:7]([OH:9])=O)(=[O:3])[NH2:2].[C:36]([O:40][C:41]([N:43]1[CH2:48][CH2:47][CH:46]([CH2:49][NH2:50])[CH2:45][CH2:44]1)=[O:42])([CH3:39])([CH3:38])[CH3:37], predict the reaction product. The product is: [C:36]([O:40][C:41]([N:43]1[CH2:48][CH2:47][CH:46]([CH2:49][NH:50][C:7](=[O:9])[C@@H:6]([NH:10][C:11](=[O:35])[C:12]2[CH:13]=[CH:14][C:15]([S:18](=[O:33])(=[O:34])[NH:19][C:20]3[CH:25]=[CH:24][CH:23]=[CH:22][C:21]=3[O:26][C:27]3[CH:28]=[CH:29][CH:30]=[CH:31][CH:32]=3)=[CH:16][CH:17]=2)[CH2:5][CH2:4][C:1](=[O:3])[NH2:2])[CH2:45][CH2:44]1)=[O:42])([CH3:39])([CH3:38])[CH3:37]. (2) Given the reactants [CH2:1]([O:3][C:4]([N:6]1[CH2:11][CH2:10][CH:9]([NH2:12])[CH2:8][CH2:7]1)=[O:5])[CH3:2].Cl[C:14]1[CH:15]=[C:16]([C:23]([F:26])([F:25])[F:24])[CH:17]=[CH:18][C:19]=1[N+:20]([O-:22])=[O:21].C(=O)([O-])[O-].[Na+].[Na+], predict the reaction product. The product is: [N+:20]([C:19]1[CH:14]=[CH:15][C:16]([C:23]([F:24])([F:25])[F:26])=[CH:17][C:18]=1[NH:12][CH:9]1[CH2:8][CH2:7][N:6]([C:4]([O:3][CH2:1][CH3:2])=[O:5])[CH2:11][CH2:10]1)([O-:22])=[O:21]. (3) Given the reactants [C:1]([O:5][C:6](=[O:33])[NH:7][C@H:8]([C:12](=[O:32])[NH:13][C@H:14]([B:19]1[O:27][C@H:26]2[C@:21]([CH3:31])([C@H:22]3[CH2:28][C@@H:24]([CH2:25]2)[C:23]3([CH3:30])[CH3:29])[O:20]1)[CH2:15][CH:16]([CH3:18])[CH3:17])[CH:9]([CH3:11])[CH3:10])([CH3:4])([CH3:3])[CH3:2].C(N[C@@H](C(O)=O)C(C)C)(OC(C)(C)C)=O, predict the reaction product. The product is: [C:1]([O:5][C:6](=[O:33])[NH:7][C@@H:8]([C:12](=[O:32])[NH:13][C@H:14]([B:19]1[O:27][C@H:26]2[C@:21]([CH3:31])([C@H:22]3[CH2:28][C@@H:24]([CH2:25]2)[C:23]3([CH3:29])[CH3:30])[O:20]1)[CH2:15][CH:16]([CH3:18])[CH3:17])[CH:9]([CH3:11])[CH3:10])([CH3:3])([CH3:4])[CH3:2]. (4) Given the reactants [CH3:1][S:2][C:3]1[CH:11]=[CH:10][CH:9]=[CH:8][C:4]=1[C:5](Cl)=[O:6].[Al+3].[Cl-].[Cl-].[Cl-].C(Cl)Cl.[CH3:19][C:20]1[CH:21]=[CH:22][C:23]([CH3:26])=[CH:24][CH:25]=1, predict the reaction product. The product is: [CH3:19][C:20]1[CH:21]=[CH:22][C:23]([CH3:26])=[CH:24][C:25]=1[C:5]([C:4]1[CH:8]=[CH:9][CH:10]=[CH:11][C:3]=1[S:2][CH3:1])=[O:6]. (5) Given the reactants [CH:1]1[CH:2]=[CH:3][N:4]2[CH2:10][C:9]3[CH:11]=[CH:12][CH:13]=[CH:14][C:8]=3[N:7]([C:15]([C:17]3[CH:22]=[CH:21][C:20]([C:23]4[CH2:28][CH2:27][CH2:26][C@@H:25]([OH:29])[C:24]=4[CH3:30])=[C:19]([CH3:31])[CH:18]=3)=[O:16])[CH2:6][C:5]=12.[H-].[Na+].[H][H].[CH3:36]I, predict the reaction product. The product is: [CH3:36][O:29][C@@H:25]1[CH2:26][CH2:27][CH2:28][C:23]([C:20]2[CH:21]=[CH:22][C:17]([C:15]([N:7]3[C:8]4[CH:14]=[CH:13][CH:12]=[CH:11][C:9]=4[CH2:10][N:4]4[CH:3]=[CH:2][CH:1]=[C:5]4[CH2:6]3)=[O:16])=[CH:18][C:19]=2[CH3:31])=[C:24]1[CH3:30]. (6) Given the reactants Br[CH2:2][CH2:3][CH2:4][O:5][C:6]1[CH:11]=[CH:10][C:9]([C:12]2[C:16]3[CH:17]=[CH:18][C:19]([F:21])=[CH:20][C:15]=3[O:14][N:13]=2)=[CH:8][CH:7]=1.Cl.[S:23]1[CH:27]=[CH:26][C:25](NC)=[CH:24]1.C(=O)([O-])[O-].[K+].[K+].[I-].[K+].[C:38](#[N:40])C, predict the reaction product. The product is: [F:21][C:19]1[CH:18]=[CH:17][C:16]2[C:12]([C:9]3[CH:10]=[CH:11][C:6]([O:5][CH2:4][CH2:3][CH2:2][NH:40][CH2:38][C:25]4[CH:26]=[CH:27][S:23][CH:24]=4)=[CH:7][CH:8]=3)=[N:13][O:14][C:15]=2[CH:20]=1. (7) Given the reactants [Br:1][C:2]1[CH:31]=[CH:30][CH:29]=[CH:28][C:3]=1[CH2:4][C:5]1[O:6][C:7]([CH3:27])=[C:8]([CH3:26])[C:9]=1[C:10]([C:12]1[CH:17]=[C:16]([CH:18]([CH3:20])[CH3:19])[C:15]([O:21]C)=[C:14]([CH:23]([CH3:25])[CH3:24])[CH:13]=1)=[O:11].B(Br)(Br)Br.C(Cl)Cl, predict the reaction product. The product is: [Br:1][C:2]1[CH:31]=[CH:30][CH:29]=[CH:28][C:3]=1[CH2:4][C:5]1[O:6][C:7]([CH3:27])=[C:8]([CH3:26])[C:9]=1[C:10]([C:12]1[CH:17]=[C:16]([CH:18]([CH3:19])[CH3:20])[C:15]([OH:21])=[C:14]([CH:23]([CH3:24])[CH3:25])[CH:13]=1)=[O:11].